From a dataset of Reaction yield outcomes from USPTO patents with 853,638 reactions. Predict the reaction yield, written as a fraction of the theoretical maximum amount of product (1.0 means a 100% yield; for example, 0.34 means a 34% yield). (1) The reactants are [SH:1][C:2]1[CH:7]=[CH:6][CH:5]=[CH:4][C:3]=1[OH:8].[OH-].[Na+].[CH3:11]I. The catalyst is CO. The product is [CH3:11][S:1][C:2]1[CH:7]=[CH:6][CH:5]=[CH:4][C:3]=1[OH:8]. The yield is 1.00. (2) The reactants are Cl[C:2]1[N:6]([CH2:7][CH:8]2[CH2:10][CH2:9]2)[N:5]=[CH:4][C:3]=1[N+:11]([O-:13])=[O:12].[F:14][C:15]([F:27])([F:26])[C:16]([NH:18][C@@H:19]1[CH2:25][CH2:24][CH2:23][NH:22][CH2:21][CH2:20]1)=[O:17]. No catalyst specified. The product is [CH:8]1([CH2:7][N:6]2[C:2]([N:22]3[CH2:23][CH2:24][CH2:25][C@@H:19]([NH:18][C:16](=[O:17])[C:15]([F:26])([F:14])[F:27])[CH2:20][CH2:21]3)=[C:3]([N+:11]([O-:13])=[O:12])[CH:4]=[N:5]2)[CH2:10][CH2:9]1. The yield is 0.550. (3) The reactants are Br[C:2]1[C:3]2[C:4]3[CH:17]=[CH:16][S:15][C:5]=3[C:6](=[O:14])[NH:7][C:8]=2[CH:9]=[CH:10][C:11]=1[O:12][CH3:13].CC1(C)C(C)(C)OB([C:26]2[CH:31]=[CH:30][C:29]([C@@H:32]([CH3:42])[CH2:33][NH:34][C:35](=[O:41])[O:36][C:37]([CH3:40])([CH3:39])[CH3:38])=[CH:28][CH:27]=2)O1. No catalyst specified. The product is [CH3:13][O:12][C:11]1[CH:10]=[CH:9][C:8]2[NH:7][C:6](=[O:14])[C:5]3[S:15][CH:16]=[CH:17][C:4]=3[C:3]=2[C:2]=1[C:26]1[CH:27]=[CH:28][C:29]([C@@H:32]([CH3:42])[CH2:33][NH:34][C:35](=[O:41])[O:36][C:37]([CH3:39])([CH3:38])[CH3:40])=[CH:30][CH:31]=1. The yield is 0.480. (4) The reactants are [Cl:1][C:2]1[CH:3]=[N:4][CH:5]=[CH:6][C:7]=1[CH:8]([S:17][C:18]1[CH:23]=[CH:22][C:21]([Cl:24])=[CH:20][CH:19]=1)[C:9]1[CH:14]=[C:13]([F:15])[CH:12]=[CH:11][C:10]=1[F:16].ClC1C=CC=C(C(OO)=[O:33])C=1. The catalyst is C(Cl)Cl. The product is [Cl:1][C:2]1[CH:3]=[N:4][CH:5]=[CH:6][C:7]=1[CH:8]([S:17]([C:18]1[CH:23]=[CH:22][C:21]([Cl:24])=[CH:20][CH:19]=1)=[O:33])[C:9]1[CH:14]=[C:13]([F:15])[CH:12]=[CH:11][C:10]=1[F:16]. The yield is 0.600.